From a dataset of Full USPTO retrosynthesis dataset with 1.9M reactions from patents (1976-2016). Predict the reactants needed to synthesize the given product. (1) The reactants are: [F:1][C:2]1[CH:3]=[C:4]([C:10]2[CH:11]=[N:12][C:13]([NH2:16])=[N:14][CH:15]=2)[CH:5]=[CH:6][C:7]=1[O:8][CH3:9].Br[C:18]1[CH:23]=[CH:22][CH:21]=[CH:20][CH:19]=1.CC([O-])(C)C.[K+]. Given the product [F:1][C:2]1[CH:3]=[C:4]([C:10]2[CH:15]=[N:14][C:13]([NH:16][C:18]3[CH:23]=[CH:22][CH:21]=[CH:20][CH:19]=3)=[N:12][CH:11]=2)[CH:5]=[CH:6][C:7]=1[O:8][CH3:9], predict the reactants needed to synthesize it. (2) Given the product [C:1]1([C:21]2[CH:26]=[CH:25][CH:24]=[CH:23][CH:22]=2)[CH:2]=[CH:3][C:4]([C:7]([N:9]2[CH2:13][C:12](=[N:14][O:15][CH3:16])[CH2:11][C@H:10]2[C:17]2[N:18]=[C:40]([C@@H:36]3[CH2:37][CH2:38][CH2:39][N:34]([C:32]([O:31][C:27]([CH3:28])([CH3:30])[CH3:29])=[O:33])[CH2:35]3)[O:20][N:19]=2)=[O:8])=[CH:5][CH:6]=1, predict the reactants needed to synthesize it. The reactants are: [C:1]1([C:21]2[CH:26]=[CH:25][CH:24]=[CH:23][CH:22]=2)[CH:6]=[CH:5][C:4]([C:7]([N:9]2[CH2:13][C:12](=[N:14][O:15][CH3:16])[CH2:11][C@H:10]2[C:17](=[N:19][OH:20])[NH2:18])=[O:8])=[CH:3][CH:2]=1.[C:27]([O:31][C:32]([N:34]1[CH2:39][CH2:38][CH2:37][C@@H:36]([C:40](O)=O)[CH2:35]1)=[O:33])([CH3:30])([CH3:29])[CH3:28]. (3) Given the product [Cl:1][C:2]1[C:3](=[O:15])[N:4]([C:9]2[CH:14]=[CH:13][CH:12]=[CH:11][N:10]=2)[N:5]=[CH:6][C:7]=1[O:32][C:29]1[CH:30]=[CH:31][C:24]2[CH2:23][CH2:22][N:21]([CH:17]3[CH2:18][CH2:19][CH2:20]3)[CH2:27][CH2:26][C:25]=2[CH:28]=1, predict the reactants needed to synthesize it. The reactants are: [Cl:1][C:2]1[C:3](=[O:15])[N:4]([C:9]2[CH:14]=[CH:13][CH:12]=[CH:11][N:10]=2)[N:5]=[CH:6][C:7]=1Cl.Cl.[CH:17]1([N:21]2[CH2:27][CH2:26][C:25]3[CH:28]=[C:29]([OH:32])[CH:30]=[CH:31][C:24]=3[CH2:23][CH2:22]2)[CH2:20][CH2:19][CH2:18]1.C(=O)([O-])[O-].[K+].[K+]. (4) The reactants are: [N+:1]([O-:4])(O)=[O:2].OS(O)(=O)=O.[F:10][C:11]1[CH:12]=[C:13]([CH:17]=[C:18]([F:21])[C:19]=1[F:20])[C:14]([OH:16])=[O:15]. Given the product [N+:1]([C:17]1[C:18]([F:21])=[C:19]([F:20])[C:11]([F:10])=[CH:12][C:13]=1[C:14]([OH:16])=[O:15])([O-:4])=[O:2], predict the reactants needed to synthesize it. (5) Given the product [OH:74][B:69]1[C:68]2[CH:75]=[C:64]([CH:62]([NH:61][C:4](=[O:5])[C:3]3[CH:7]=[CH:8][C:9]([C:11]4[CH2:15][C:14]([C:20]5[CH:21]=[C:22]([Cl:28])[C:23]([Cl:27])=[C:24]([Cl:26])[CH:25]=5)([C:16]([F:18])([F:19])[F:17])[O:13][N:12]=4)=[CH:10][C:2]=3[CH3:1])[CH3:63])[CH:65]=[CH:66][C:67]=2[C:71]([CH3:72])([CH3:73])[O:70]1, predict the reactants needed to synthesize it. The reactants are: [CH3:1][C:2]1[CH:10]=[C:9]([C:11]2[CH2:15][C:14]([C:20]3[CH:25]=[C:24]([Cl:26])[C:23]([Cl:27])=[C:22]([Cl:28])[CH:21]=3)([C:16]([F:19])([F:18])[F:17])[O:13][N:12]=2)[CH:8]=[CH:7][C:3]=1[C:4](O)=[O:5].CN(C(ON1N=NC2C=CC=NC1=2)=[N+](C)C)C.F[P-](F)(F)(F)(F)F.CCN(CC)CC.Cl.[NH2:61][CH:62]([C:64]1[CH:65]=[CH:66][C:67]2[C:71]([CH3:73])([CH3:72])[O:70][B:69]([OH:74])[C:68]=2[CH:75]=1)[CH3:63]. (6) Given the product [O:14]=[C:3]1[C:4]2[C:9](=[CH:8][CH:7]=[CH:6][CH:5]=2)[C:10](=[O:13])[C:11]([N:19]2[C:15](=[O:25])[C:16]3[C:17](=[CH:21][CH:22]=[CH:23][CH:24]=3)[C:18]2=[O:20])=[C:2]1[N:19]1[C:15](=[O:25])[C:16]2[C:17](=[CH:21][CH:22]=[CH:23][CH:24]=2)[C:18]1=[O:20], predict the reactants needed to synthesize it. The reactants are: Cl[C:2]1[C:3](=[O:14])[C:4]2[C:9]([C:10](=[O:13])[C:11]=1Cl)=[CH:8][CH:7]=[CH:6][CH:5]=2.[C:15]1(=[O:25])[NH:19][C:18](=[O:20])[C:17]2=[CH:21][CH:22]=[CH:23][CH:24]=[C:16]12.[K]. (7) Given the product [F:7][C:8]1[CH:13]=[CH:12][C:11]([S:14]([N:1]2[CH2:6][CH2:5][O:4][CH2:3][CH2:2]2)(=[O:16])=[O:15])=[CH:10][CH:9]=1, predict the reactants needed to synthesize it. The reactants are: [NH:1]1[CH2:6][CH2:5][O:4][CH2:3][CH2:2]1.[F:7][C:8]1[CH:13]=[CH:12][C:11]([S:14](Cl)(=[O:16])=[O:15])=[CH:10][CH:9]=1.